This data is from Forward reaction prediction with 1.9M reactions from USPTO patents (1976-2016). The task is: Predict the product of the given reaction. Given the reactants [CH:1]1[C:10]2[C:5](=[CH:6][CH:7]=[CH:8][CH:9]=2)[CH:4]=[CH:3][C:2]=1[C:11]1[S:15][C:14]([C:16](Cl)=[O:17])=[CH:13][CH:12]=1.[C:19]([OH:28])(=[O:27])[C:20]1[C:21](=[CH:23][CH:24]=[CH:25][CH:26]=1)[NH2:22], predict the reaction product. The product is: [CH:1]1[C:10]2[C:5](=[CH:6][CH:7]=[CH:8][CH:9]=2)[CH:4]=[CH:3][C:2]=1[C:11]1[S:15][C:14]([C:16]([NH:22][C:21]2[CH:23]=[CH:24][CH:25]=[CH:26][C:20]=2[C:19]([OH:28])=[O:27])=[O:17])=[CH:13][CH:12]=1.